This data is from Reaction yield outcomes from USPTO patents with 853,638 reactions. The task is: Predict the reaction yield, written as a fraction of the theoretical maximum amount of product (1.0 means a 100% yield; for example, 0.34 means a 34% yield). (1) The reactants are [Br:1][C:2]1[N:3]=[C:4]([C:9]#[C:10][Si](C)(C)C)[C:5]([NH2:8])=[N:6][CH:7]=1.[H-].[Na+].[C:17]1([CH3:27])[CH:22]=[CH:21][C:20]([S:23](Cl)(=[O:25])=[O:24])=[CH:19][CH:18]=1. The catalyst is CN(C=O)C. The product is [Br:1][C:2]1[N:3]=[C:4]2[CH:9]=[CH:10][N:8]([S:23]([C:20]3[CH:21]=[CH:22][C:17]([CH3:27])=[CH:18][CH:19]=3)(=[O:25])=[O:24])[C:5]2=[N:6][CH:7]=1. The yield is 0.520. (2) The reactants are [C:1]([C:3]1[CH:4]=[N:5][C:6]2[C:11]([C:12]=1[NH:13][C:14]1[CH:19]=[CH:18][C:17](/[CH:20]=[CH:21]/[C:22](O)=[O:23])=[C:16]3[O:25][CH2:26][O:27][C:15]=13)=[CH:10][C:9]([O:28][CH3:29])=[C:8]([O:30][CH3:31])[CH:7]=2)#[N:2].[CH3:32][O:33][CH2:34][CH2:35][NH2:36]. No catalyst specified. The product is [C:1]([C:3]1[CH:4]=[N:5][C:6]2[C:11]([C:12]=1[NH:13][C:14]1[CH:19]=[CH:18][C:17](/[CH:20]=[CH:21]/[C:22]([NH:36][CH2:35][CH2:34][O:33][CH3:32])=[O:23])=[C:16]3[O:25][CH2:26][O:27][C:15]=13)=[CH:10][C:9]([O:28][CH3:29])=[C:8]([O:30][CH3:31])[CH:7]=2)#[N:2]. The yield is 0.640. (3) The reactants are [N:1]([CH2:4][C@@H:5]([NH:10][C:11]([C:13]1[CH:18]=[CH:17][C:16]([N:19]2[CH2:23][CH2:22][CH2:21][CH2:20]2)=[C:15]([O:24][CH2:25][CH:26]2[CH2:28][CH2:27]2)[N:14]=1)=[O:12])[CH2:6][CH:7]([CH3:9])[CH3:8])=[N+]=[N-].C(N(CC)CC)C.C(S)CCS.[BH4-].[Na+]. The catalyst is CC(O)C. The product is [NH2:1][CH2:4][C@@H:5]([NH:10][C:11]([C:13]1[CH:18]=[CH:17][C:16]([N:19]2[CH2:20][CH2:21][CH2:22][CH2:23]2)=[C:15]([O:24][CH2:25][CH:26]2[CH2:27][CH2:28]2)[N:14]=1)=[O:12])[CH2:6][CH:7]([CH3:8])[CH3:9]. The yield is 0.320. (4) The reactants are [F:1][C:2]1[CH:10]=[C:9]2[C:5]([C:6]([C:11]3[CH:12]=[CH:13][C:14]([NH:17][C:18]([CH:20]4[CH2:25][CH2:24][NH:23][CH2:22][CH2:21]4)=[O:19])=[N:15][CH:16]=3)=[CH:7][NH:8]2)=[CH:4][CH:3]=1.[CH3:26][C:27](OC(C)=O)=[O:28]. The catalyst is C1COCC1.CN(C=O)C. The product is [C:27]([N:23]1[CH2:24][CH2:25][CH:20]([C:18]([NH:17][C:14]2[CH:13]=[CH:12][C:11]([C:6]3[C:5]4[C:9](=[CH:10][C:2]([F:1])=[CH:3][CH:4]=4)[NH:8][CH:7]=3)=[CH:16][N:15]=2)=[O:19])[CH2:21][CH2:22]1)(=[O:28])[CH3:26]. The yield is 0.470. (5) The reactants are CI.[H-].[Na+].[CH2:5]([C@:8]1([CH2:22][OH:23])[CH2:12][N:11]([C@@H:13]([C:15]2[CH:20]=[CH:19][CH:18]=[CH:17][CH:16]=2)[CH3:14])[C:10](=[O:21])[CH2:9]1)[CH:6]=[CH2:7].[CH3:24]N(C)C=O. The catalyst is O1CCCC1.CO. The product is [CH2:5]([C@:8]1([CH2:22][O:23][CH3:24])[CH2:12][N:11]([C@@H:13]([C:15]2[CH:16]=[CH:17][CH:18]=[CH:19][CH:20]=2)[CH3:14])[C:10](=[O:21])[CH2:9]1)[CH:6]=[CH2:7]. The yield is 0.990. (6) The reactants are [Br:1][C:2]1[CH:10]=[C:9]2[C:5]([CH:6]=[CH:7][NH:8]2)=[CH:4][CH:3]=1.[H-].[Na+].[CH2:13](Br)[C:14]1[CH:19]=[CH:18][CH:17]=[CH:16][CH:15]=1.Cl. The catalyst is CN(C=O)C.O. The product is [CH2:13]([N:8]1[C:9]2[C:5](=[CH:4][CH:3]=[C:2]([Br:1])[CH:10]=2)[CH:6]=[CH:7]1)[C:14]1[CH:19]=[CH:18][CH:17]=[CH:16][CH:15]=1. The yield is 0.800. (7) The reactants are Cl[C:2]1[N:3]=[C:4]2[C:10]([C:11]3[CH:16]=[CH:15][CH:14]=[CH:13][CH:12]=3)=[C:9]([C:17]3[CH:22]=[CH:21][C:20]([C:23]4([NH:27][C:28](=[O:34])[O:29][C:30]([CH3:33])([CH3:32])[CH3:31])[CH2:26][CH2:25][CH2:24]4)=[CH:19][CH:18]=3)[O:8][C:5]2=[N:6][CH:7]=1.[CH2:35]([O:42][CH2:43][B-](F)(F)F)[C:36]1[CH:41]=[CH:40][CH:39]=[CH:38][CH:37]=1.[K+].C(=O)([O-])[O-].[Cs+].[Cs+].O. The catalyst is O1CCOCC1.C([O-])(=O)C.[Pd+2].C([O-])(=O)C.C12(P(C34CC5CC(CC(C5)C3)C4)CCCC)CC3CC(CC(C3)C1)C2. The product is [CH2:35]([O:42][CH2:43][C:2]1[N:3]=[C:4]2[C:10]([C:11]3[CH:12]=[CH:13][CH:14]=[CH:15][CH:16]=3)=[C:9]([C:17]3[CH:22]=[CH:21][C:20]([C:23]4([NH:27][C:28](=[O:34])[O:29][C:30]([CH3:32])([CH3:33])[CH3:31])[CH2:24][CH2:25][CH2:26]4)=[CH:19][CH:18]=3)[O:8][C:5]2=[N:6][CH:7]=1)[C:36]1[CH:41]=[CH:40][CH:39]=[CH:38][CH:37]=1. The yield is 0.860. (8) The reactants are [CH2:1]([O:3][CH:4]([O:7][CH2:8][CH3:9])[CH2:5][NH2:6])[CH3:2].Br[CH2:11][CH2:12][O:13][CH:14]1[CH2:19][CH2:18][CH2:17][CH2:16][O:15]1. No catalyst specified. The product is [CH2:1]([O:3][CH:4]([O:7][CH2:8][CH3:9])[CH2:5][NH:6][CH2:11][CH2:12][O:13][CH:14]1[CH2:19][CH2:18][CH2:17][CH2:16][O:15]1)[CH3:2]. The yield is 0.300. (9) The reactants are [NH2:1][C:2]1[N:3]=[C:4]2[CH:9]=[CH:8][C:7]([O:10][C:11]3[CH:12]=[C:13]([NH:17][C:18](=[O:29])[C:19]4[CH:24]=[CH:23][CH:22]=[C:21]([C:25]([F:28])([F:27])[F:26])[CH:20]=4)[CH:14]=[CH:15][CH:16]=3)=[N:6][N:5]2[CH:30]=1.C(N(CC)CC)C.[CH:38]1([C:42](Cl)=[O:43])[CH2:41][CH2:40][CH2:39]1.[Cl-].[NH4+]. The catalyst is O1CCCC1. The product is [CH:38]1([C:42]([NH:1][C:2]2[N:3]=[C:4]3[CH:9]=[CH:8][C:7]([O:10][C:11]4[CH:12]=[C:13]([NH:17][C:18](=[O:29])[C:19]5[CH:24]=[CH:23][CH:22]=[C:21]([C:25]([F:28])([F:27])[F:26])[CH:20]=5)[CH:14]=[CH:15][CH:16]=4)=[N:6][N:5]3[CH:30]=2)=[O:43])[CH2:41][CH2:40][CH2:39]1. The yield is 0.540. (10) No catalyst specified. The product is [C:13]([O:16][C:3]12[CH2:11][CH:7]3[CH2:6][CH:5]([CH2:10][CH:9]([CH2:8]3)[CH:2]1[CH3:1])[CH2:4]2)(=[O:20])[CH:14]=[CH2:15]. The yield is 0.550. The reactants are [CH3:1][C:2]1(O)[CH:9]2[CH2:10][CH:5]3[CH2:6][CH:7]([CH2:11][CH:3]1[CH2:4]3)[CH2:8]2.[C:13](Cl)(=[O:16])[CH:14]=[CH2:15].C([O:20]CC)C.